This data is from Reaction yield outcomes from USPTO patents with 853,638 reactions. The task is: Predict the reaction yield, written as a fraction of the theoretical maximum amount of product (1.0 means a 100% yield; for example, 0.34 means a 34% yield). (1) The reactants are [Cl:1][C:2]1[C:3]2[N:4]([C:8]([CH:11]3[CH2:16][N:15]([C:17]([O:19][CH2:20][C:21]4[CH:26]=[CH:25][CH:24]=[CH:23][CH:22]=4)=[O:18])[CH:14]([C:27]([F:30])([F:29])[F:28])[CH2:13][CH2:12]3)=[N:9][CH:10]=2)[CH:5]=[CH:6][N:7]=1.C1C(=O)N([Br:38])C(=O)C1. The catalyst is CN(C=O)C.O. The product is [Br:38][C:10]1[N:9]=[C:8]([CH:11]2[CH2:16][N:15]([C:17]([O:19][CH2:20][C:21]3[CH:22]=[CH:23][CH:24]=[CH:25][CH:26]=3)=[O:18])[CH:14]([C:27]([F:28])([F:30])[F:29])[CH2:13][CH2:12]2)[N:4]2[CH:5]=[CH:6][N:7]=[C:2]([Cl:1])[C:3]=12. The yield is 1.00. (2) The yield is 1.19. No catalyst specified. The product is [NH2:1][C:2]1[CH:10]=[C:9]([N+:11]([O-:13])=[O:12])[CH:8]=[CH:7][C:3]=1[C:4]([Cl:16])=[O:5]. The reactants are [NH2:1][C:2]1[CH:10]=[C:9]([N+:11]([O-:13])=[O:12])[CH:8]=[CH:7][C:3]=1[C:4](O)=[O:5].S(Cl)([Cl:16])=O.